From a dataset of Full USPTO retrosynthesis dataset with 1.9M reactions from patents (1976-2016). Predict the reactants needed to synthesize the given product. Given the product [CH3:1][O:2][C:3](=[O:25])[CH:4]([NH:17][C:18]([O:20][CH2:21][CH2:24][CH2:54][CH3:55])=[O:19])[C:5]([S:8][CH2:9][C:10]1[CH:11]=[CH:12][C:13]([C:42]2[CH:43]=[CH:44][C:39]([C:29]3[C:30]4[O:31][C:32]5[CH:38]=[CH:37][CH:36]=[CH:35][C:33]=5[C:34]=4[CH:26]=[CH:27][CH:28]=3)=[CH:40][CH:41]=2)=[CH:14][CH:15]=1)([CH3:6])[CH3:7], predict the reactants needed to synthesize it. The reactants are: [CH3:1][O:2][C:3](=[O:25])[CH:4]([NH:17][C:18]([O:20][C:21]([CH3:24])(C)C)=[O:19])[C:5]([S:8][CH2:9][C:10]1[CH:15]=[CH:14][C:13](Br)=[CH:12][CH:11]=1)([CH3:7])[CH3:6].[CH:26]1[C:34]2[C:33]3[CH:35]=[CH:36][CH:37]=[CH:38][C:32]=3[O:31][C:30]=2[C:29]([C:39]2[CH:44]=[CH:43][C:42](B(O)O)=[CH:41][CH:40]=2)=[CH:28][CH:27]=1.C([O-])([O-])=O.[K+].[K+].[C:54]1(C)C=CC=C[CH:55]=1.